Regression. Given two drug SMILES strings and cell line genomic features, predict the synergy score measuring deviation from expected non-interaction effect. From a dataset of NCI-60 drug combinations with 297,098 pairs across 59 cell lines. Drug 2: C1=CC(=CC=C1C#N)C(C2=CC=C(C=C2)C#N)N3C=NC=N3. Drug 1: CCC1=CC2CC(C3=C(CN(C2)C1)C4=CC=CC=C4N3)(C5=C(C=C6C(=C5)C78CCN9C7C(C=CC9)(C(C(C8N6C)(C(=O)OC)O)OC(=O)C)CC)OC)C(=O)OC.C(C(C(=O)O)O)(C(=O)O)O. Synergy scores: CSS=36.0, Synergy_ZIP=1.45, Synergy_Bliss=3.86, Synergy_Loewe=5.53, Synergy_HSA=5.20. Cell line: SNB-75.